From a dataset of Catalyst prediction with 721,799 reactions and 888 catalyst types from USPTO. Predict which catalyst facilitates the given reaction. (1) Reactant: [Br:1][C:2]1[CH:10]=[C:9]2[C:5]([CH:6]=[CH:7][NH:8]2)=[CH:4][CH:3]=1.[OH2:11].[N:12]([O-])=O.[Na+].Cl. Product: [Br:1][C:2]1[CH:10]=[C:9]2[C:5]([C:6]([CH:7]=[O:11])=[N:12][NH:8]2)=[CH:4][CH:3]=1. The catalyst class is: 12. (2) Reactant: C([N:5]1[C@H:9]([CH2:10][F:11])[C@@H:8]([C:12]2[CH:17]=[CH:16][C:15]([S:18]([CH3:21])(=[O:20])=[O:19])=[CH:14][CH:13]=2)[O:7]C1(C)C)(=O)CC.Cl. Product: [CH3:21][S:18]([C:15]1[CH:14]=[CH:13][C:12]([C@@H:8]([OH:7])[C@H:9]([NH2:5])[CH2:10][F:11])=[CH:17][CH:16]=1)(=[O:20])=[O:19]. The catalyst class is: 6. (3) Reactant: N#N.CCN=C=NCCCN(C)C.Cl.CCN(CC)CC.[CH3:22][O:23][C:24]1[CH:25]=[C:26]([CH2:34][CH2:35][C:36]([OH:38])=O)[CH:27]=[C:28]([O:32][CH3:33])[C:29]=1[O:30][CH3:31].[CH3:39][O:40][C:41](=[O:49])[C:42]1[CH:47]=[CH:46][C:45]([NH2:48])=[CH:44][CH:43]=1. Product: [CH3:39][O:40][C:41](=[O:49])[C:42]1[CH:47]=[CH:46][C:45]([NH:48][C:36](=[O:38])[CH2:35][CH2:34][C:26]2[CH:27]=[C:28]([O:32][CH3:33])[C:29]([O:30][CH3:31])=[C:24]([O:23][CH3:22])[CH:25]=2)=[CH:44][CH:43]=1. The catalyst class is: 64. (4) Reactant: N[C@@H:2]1[C:8](=[O:9])[N:7]([CH2:10][C:11]([F:14])([F:13])[F:12])[C:6]2[CH:15]=[CH:16][CH:17]=[CH:18][C:5]=2[C:4]2[CH:19]=[CH:20][CH:21]=[CH:22][C:3]1=2.[OH:23][C:24]([CH3:39])([C:28]([NH:30][CH2:31][C:32]([F:38])([F:37])[C:33]([F:36])([F:35])[F:34])=[O:29])[C:25]([OH:27])=O.O.O[N:42]1C2C=CC=CC=2N=N1.C(N(C(C)C)CC)(C)C.Cl.CN(C)CCCN=C=NCC. Product: [OH:23][C:24]([CH3:39])([C:25]([NH2:42])=[O:27])[C:28]([N:30]([C@@H:2]1[C:8](=[O:9])[N:7]([CH2:10][C:11]([F:14])([F:12])[F:13])[C:6]2[CH:15]=[CH:16][CH:17]=[CH:18][C:5]=2[C:4]2[CH:19]=[CH:20][CH:21]=[CH:22][C:3]1=2)[CH2:31][C:32]([F:38])([F:37])[C:33]([F:36])([F:35])[F:34])=[O:29]. The catalyst class is: 7. (5) Reactant: Cl[C:2]1[N:7]=[C:6]([NH:8][C@H:9]([C:11]2[CH:16]=[CH:15][C:14]([F:17])=[CH:13][N:12]=2)[CH3:10])[N:5]=[C:4]([NH:18][C:19]2[CH:23]=[C:22]([CH3:24])[NH:21][N:20]=2)[CH:3]=1.[NH:25]1[CH2:30][CH2:29][O:28][CH2:27][CH2:26]1.CCN(C(C)C)C(C)C. Product: [F:17][C:14]1[CH:15]=[CH:16][C:11]([C@@H:9]([NH:8][C:6]2[N:5]=[C:4]([NH:18][C:19]3[CH:23]=[C:22]([CH3:24])[NH:21][N:20]=3)[CH:3]=[C:2]([N:25]3[CH2:30][CH2:29][O:28][CH2:27][CH2:26]3)[N:7]=2)[CH3:10])=[N:12][CH:13]=1. The catalyst class is: 114. (6) Reactant: [CH:1](=O)[C:2]1[CH:7]=[CH:6][CH:5]=[CH:4][CH:3]=1.[NH2:9][C:10]1[CH:17]=[C:16]([CH3:18])[CH:15]=[CH:14][C:11]=1[C:12]#[N:13].C(OCC)(=O)C. Product: [CH:1](=[N:9][C:10]1[CH:17]=[C:16]([CH3:18])[CH:15]=[CH:14][C:11]=1[C:12]#[N:13])[C:2]1[CH:7]=[CH:6][CH:5]=[CH:4][CH:3]=1. The catalyst class is: 194. (7) Reactant: Cl[C:2]1[CH:11]=[CH:10][C:9]2[C:8]([C:12]([NH:14][CH2:15][C:16]34[CH2:25][CH:20]5[CH2:21][CH:22]([CH2:24][CH:18]([CH2:19]5)[CH2:17]3)[CH2:23]4)=[O:13])=[C:7]([Cl:26])[CH:6]=[CH:5][C:4]=2[N:3]=1.Cl.CC([O:32][C:33](=[O:37])[CH2:34][CH2:35][NH2:36])(C)C. Product: [Cl:26][C:7]1[C:8]([C:12]([NH:14][CH2:15][C:16]23[CH2:23][CH:22]4[CH2:24][CH:18]([CH2:19][CH:20]([CH2:21]4)[CH2:25]2)[CH2:17]3)=[O:13])=[C:9]2[C:4](=[CH:5][CH:6]=1)[N:3]=[C:2]([NH:36][CH2:35][CH2:34][C:33]([OH:37])=[O:32])[CH:11]=[CH:10]2. The catalyst class is: 66.